From a dataset of Peptide-MHC class II binding affinity with 134,281 pairs from IEDB. Regression. Given a peptide amino acid sequence and an MHC pseudo amino acid sequence, predict their binding affinity value. This is MHC class II binding data. (1) The peptide sequence is TSCSLMHTAVDLVNE. The MHC is HLA-DQA10401-DQB10402 with pseudo-sequence HLA-DQA10401-DQB10402. The binding affinity (normalized) is 0.285. (2) The peptide sequence is NRASLMQLISTNVFG. The binding affinity (normalized) is 0.368. The MHC is HLA-DQA10501-DQB10301 with pseudo-sequence HLA-DQA10501-DQB10301. (3) The peptide sequence is VCGMFTNRSGSQQ. The MHC is HLA-DQA10401-DQB10402 with pseudo-sequence HLA-DQA10401-DQB10402. The binding affinity (normalized) is 0.00659. (4) The binding affinity (normalized) is 0.0309. The MHC is HLA-DQA10104-DQB10503 with pseudo-sequence HLA-DQA10104-DQB10503. The peptide sequence is MLLRKYGIAAENVID. (5) The peptide sequence is AAVDKDAVIVAAAGN. The MHC is DRB1_0405 with pseudo-sequence DRB1_0405. The binding affinity (normalized) is 0.345.